Task: Predict the reactants needed to synthesize the given product.. Dataset: Full USPTO retrosynthesis dataset with 1.9M reactions from patents (1976-2016) The reactants are: [H-].[Na+].[NH2:3][C@@H:4]1[C:13]2[C:8](=[CH:9][CH:10]=[CH:11][CH:12]=2)[C@H:7]([OH:14])[CH2:6][CH2:5]1.F[C:16]1[CH:17]=[CH:18][C:19]2[N:20]([C:22]([C@@H:25]3[CH2:29][CH2:28][CH2:27][N:26]3[CH:30]([CH3:32])[CH3:31])=[N:23][N:24]=2)[CH:21]=1.N. Given the product [CH:30]([N:26]1[CH2:27][CH2:28][CH2:29][C@H:25]1[C:22]1[N:20]2[CH:21]=[C:16]([O:14][C@H:7]3[C:8]4[C:13](=[CH:12][CH:11]=[CH:10][CH:9]=4)[C@@H:4]([NH2:3])[CH2:5][CH2:6]3)[CH:17]=[CH:18][C:19]2=[N:24][N:23]=1)([CH3:32])[CH3:31], predict the reactants needed to synthesize it.